This data is from Reaction yield outcomes from USPTO patents with 853,638 reactions. The task is: Predict the reaction yield, written as a fraction of the theoretical maximum amount of product (1.0 means a 100% yield; for example, 0.34 means a 34% yield). (1) The reactants are [NH2:1][C:2]([NH:4][C:5]1[NH:6][C:7]([C:13]2[CH:18]=[CH:17][CH:16]=[C:15]([N+:19]([O-])=O)[CH:14]=2)=[CH:8][C:9]=1[C:10]([NH2:12])=[O:11])=[O:3]. The catalyst is [Pd].CO. The product is [NH2:1][C:2]([NH:4][C:5]1[NH:6][C:7]([C:13]2[CH:18]=[CH:17][CH:16]=[C:15]([NH2:19])[CH:14]=2)=[CH:8][C:9]=1[C:10]([NH2:12])=[O:11])=[O:3]. The yield is 0.530. (2) The reactants are [NH2:1][C:2]1[C:3](=[O:12])[N:4]([CH3:11])[C:5](=[O:10])[N:6]([CH3:9])[C:7]=1[NH2:8].[O:13]1[C:18](=[O:19])[CH2:17][CH2:16][CH2:15][C:14]1=[O:20].[OH-].[Na+].Cl. The catalyst is CN(C=O)C.C(O)C. The product is [NH2:8][C:7]1[N:6]([CH3:9])[C:5](=[O:10])[N:4]([CH3:11])[C:3](=[O:12])[C:2]=1[NH:1][C:18](=[O:19])[CH2:17][CH2:16][CH2:15][C:14]([OH:20])=[O:13]. The yield is 0.660. (3) The reactants are [CH3:1][O:2][C:3]([C:5]1[CH:13]=[C:12]2[C:8]([C:9]3[CH:17]=[C:16]([CH3:18])[CH:15]=[N:14][C:10]=3[NH:11]2)=[C:7](N)[CH:6]=1)=[O:4].[I:20]C1C=C(C#N)C=C2C=1C1C=C(C)C=NC=1N2. No catalyst specified. The product is [CH3:1][O:2][C:3]([C:5]1[CH:13]=[C:12]2[C:8]([C:9]3[CH:17]=[C:16]([CH3:18])[CH:15]=[N:14][C:10]=3[NH:11]2)=[C:7]([I:20])[CH:6]=1)=[O:4]. The yield is 0.690. (4) The reactants are [H-].[Na+].C[Si](N[Si](C)(C)C)(C)C.[NH2:12][C:13]1[CH:18]=[CH:17][C:16]([N:19]([CH3:21])[CH3:20])=[CH:15][C:14]=1[N+:22]([O-:24])=[O:23].[CH3:25][C:26]([O:29][C:30](O[C:30]([O:29][C:26]([CH3:28])([CH3:27])[CH3:25])=[O:31])=[O:31])([CH3:28])[CH3:27]. The catalyst is O1CCCC1.O. The product is [CH3:20][N:19]([CH3:21])[C:16]1[CH:17]=[CH:18][C:13]([NH:12][C:30](=[O:31])[O:29][C:26]([CH3:28])([CH3:27])[CH3:25])=[C:14]([N+:22]([O-:24])=[O:23])[CH:15]=1. The yield is 0.670. (5) The reactants are [F:1][C:2]1[CH:30]=[C:29]([NH:31][C:32]([NH:34][C:35](=[O:44])[CH2:36][C:37]2[CH:42]=[CH:41][C:40]([F:43])=[CH:39][CH:38]=2)=[O:33])[CH:28]=[CH:27][C:3]=1[O:4][C:5]1[CH:10]=[CH:9][N:8]=[CH:7][C:6]=1[C:11]#[C:12][C:13]1[CH2:18][CH2:17][CH:16]([NH:19]C(=O)OC(C)(C)C)[CH2:15][CH:14]=1.[ClH:45].O1CCOCC1. The catalyst is O1CCOCC1. The product is [ClH:45].[ClH:45].[NH2:19][CH:16]1[CH2:17][CH2:18][C:13]([C:12]#[C:11][C:6]2[CH:7]=[N:8][CH:9]=[CH:10][C:5]=2[O:4][C:3]2[CH:27]=[CH:28][C:29]([NH:31][C:32]([NH:34][C:35](=[O:44])[CH2:36][C:37]3[CH:38]=[CH:39][C:40]([F:43])=[CH:41][CH:42]=3)=[O:33])=[CH:30][C:2]=2[F:1])=[CH:14][CH2:15]1. The yield is 0.840. (6) The reactants are Cl[C:2]1[N:7]=[C:6]([Cl:8])[N:5]=[C:4]([N:9]2[CH2:15][CH:14]3[O:16][CH:11]([CH2:12][CH2:13]3)[CH2:10]2)[N:3]=1.[CH3:17][NH:18][C:19]([NH:21][C:22]1[CH:27]=[CH:26][C:25](B2OC(C)(C)C(C)(C)O2)=[CH:24][CH:23]=1)=[O:20]. No catalyst specified. The product is [CH:11]12[O:16][CH:14]([CH2:13][CH2:12]1)[CH2:15][N:9]([C:4]1[N:5]=[C:6]([Cl:8])[N:7]=[C:2]([C:25]3[CH:24]=[CH:23][C:22]([NH:21][C:19]([NH:18][CH3:17])=[O:20])=[CH:27][CH:26]=3)[N:3]=1)[CH2:10]2. The yield is 0.290. (7) The reactants are [OH:1][CH:2]1[CH2:7][CH2:6][N:5]([C:8]([O:10][C:11]([CH3:14])([CH3:13])[CH3:12])=[O:9])[CH2:4][CH2:3]1.[F:15][C:16]1[CH:21]=[C:20]([O:22][CH3:23])[CH:19]=[CH:18][C:17]=1O.C1(P(C2C=CC=CC=2)C2C=CC=CC=2)C=CC=CC=1.CCOC(/N=N/C(OCC)=O)=O. The catalyst is C1COCC1.CCOC(C)=O. The product is [F:15][C:16]1[CH:21]=[C:20]([O:22][CH3:23])[CH:19]=[CH:18][C:17]=1[O:1][CH:2]1[CH2:3][CH2:4][N:5]([C:8]([O:10][C:11]([CH3:14])([CH3:13])[CH3:12])=[O:9])[CH2:6][CH2:7]1. The yield is 0.850. (8) The reactants are Br[C:2]1[C:3]([CH3:29])=[C:4]([CH:26]=[CH:27][CH:28]=1)[CH2:5][NH:6][C:7]1[N:12]=[C:11]([NH:13][CH2:14][C@H:15]2[CH2:20][CH2:19][C@H:18]([CH2:21][OH:22])[CH2:17][CH2:16]2)[C:10]([N+:23]([O-:25])=[O:24])=[CH:9][N:8]=1.Cl.[CH2:31]([NH2:34])[C:32]#[CH:33].C(N(CC)CC)C. The catalyst is CN(C)C=O.C([O-])(O)=O.[Na+].[Cu]I.Cl[Pd](Cl)([P](C1C=CC=CC=1)(C1C=CC=CC=1)C1C=CC=CC=1)[P](C1C=CC=CC=1)(C1C=CC=CC=1)C1C=CC=CC=1. The product is [NH2:34][CH2:31][C:32]#[C:33][C:2]1[C:3]([CH3:29])=[C:4]([CH:26]=[CH:27][CH:28]=1)[CH2:5][NH:6][C:7]1[N:12]=[C:11]([NH:13][CH2:14][CH:15]2[CH2:16][CH2:17][CH:18]([CH2:21][OH:22])[CH2:19][CH2:20]2)[C:10]([N+:23]([O-:25])=[O:24])=[CH:9][N:8]=1. The yield is 0.0240. (9) The reactants are [OH-].[Na+].[CH3:3][N:4]([C:13]1[CH:14]=[C:15]([C:19]2[CH:24]=[CH:23][C:22]([CH2:25][CH2:26][C:27]([O:29]C)=[O:28])=[CH:21][C:20]=2[O:31][CH2:32][CH2:33][CH2:34][CH2:35][CH3:36])[CH:16]=[CH:17][CH:18]=1)[C:5]([NH:7][CH2:8][CH2:9][CH2:10][CH2:11][CH3:12])=[O:6]. The catalyst is O1CCCC1.CO. The product is [CH3:3][N:4]([C:13]1[CH:14]=[C:15]([C:19]2[CH:24]=[CH:23][C:22]([CH2:25][CH2:26][C:27]([OH:29])=[O:28])=[CH:21][C:20]=2[O:31][CH2:32][CH2:33][CH2:34][CH2:35][CH3:36])[CH:16]=[CH:17][CH:18]=1)[C:5]([NH:7][CH2:8][CH2:9][CH2:10][CH2:11][CH3:12])=[O:6]. The yield is 0.740.